Dataset: Catalyst prediction with 721,799 reactions and 888 catalyst types from USPTO. Task: Predict which catalyst facilitates the given reaction. (1) Reactant: [CH3:1][O:2][C:3]1[CH:4]=[N:5][C:6]2[C:7](=O)[NH:8][CH:9]=[CH:10][C:11]=2[CH:12]=1.P(Cl)(Cl)([Cl:16])=O. Product: [Cl:16][C:7]1[N:8]=[CH:9][CH:10]=[C:11]2[C:6]=1[N:5]=[CH:4][C:3]([O:2][CH3:1])=[CH:12]2. The catalyst class is: 10. (2) Reactant: [CH:1]1[N:5]=[CH:4][N:3]([C:6]([N:8]2C=N[CH:10]=[CH:9]2)=[O:7])[CH:2]=1.[N:13]1([C:20]2[CH:25]=[CH:24][CH:23]=[CH:22][N:21]=2)[CH2:18]CC(N)[CH2:15][CH2:14]1. Product: [N:13]1([C:20]2[CH:25]=[CH:24][CH:23]=[CH:22][N:21]=2)[CH2:18][CH2:10][CH:9]([NH:8][C:6]([N:3]2[CH:2]=[CH:1][N:5]=[CH:4]2)=[O:7])[CH2:15][CH2:14]1. The catalyst class is: 2. (3) Reactant: [CH3:1][O:2][C:3]([C:5]1[CH:6]=[CH:7][C:8]2[CH:12]=[C:11]([C:13]3[CH:18]=[CH:17][C:16]([O:19]C)=[CH:15][CH:14]=3)[S:10][C:9]=2[CH:21]=1)=[O:4].B(Br)(Br)Br. Product: [CH3:1][O:2][C:3]([C:5]1[CH:6]=[CH:7][C:8]2[CH:12]=[C:11]([C:13]3[CH:18]=[CH:17][C:16]([OH:19])=[CH:15][CH:14]=3)[S:10][C:9]=2[CH:21]=1)=[O:4]. The catalyst class is: 4.